Dataset: Catalyst prediction with 721,799 reactions and 888 catalyst types from USPTO. Task: Predict which catalyst facilitates the given reaction. (1) Product: [O:28]1[C:29]2[CH:34]=[CH:33][CH:32]=[CH:31][C:30]=2[C:26]([N:20]2[CH2:21][CH2:22][N:23]([CH2:2][C:3]([C:5]3[CH:6]=[C:7]4[C:11](=[CH:12][CH:13]=3)[C:10]([CH3:15])([CH3:14])[C:9](=[O:16])[C:8]4([CH3:18])[CH3:17])=[O:4])[CH2:24][CH2:25]2)=[N:27]1. The catalyst class is: 10. Reactant: Cl[CH2:2][C:3]([C:5]1[CH:6]=[C:7]2[C:11](=[CH:12][CH:13]=1)[C:10]([CH3:15])([CH3:14])[C:9](=[O:16])[C:8]2([CH3:18])[CH3:17])=[O:4].Cl.[N:20]1([C:26]2[C:30]3[CH:31]=[CH:32][CH:33]=[CH:34][C:29]=3[O:28][N:27]=2)[CH2:25][CH2:24][NH:23][CH2:22][CH2:21]1.C(=O)([O-])[O-].[K+].[K+].[I-].[Na+]. (2) Reactant: C(OC([N:8]1[CH2:13][CH2:12][NH:11][C:10](=[O:14])[CH2:9]1)=O)(C)(C)C.Br[CH2:16][C:17]1[CH:26]=[C:25]2[C:20]([C:21](Cl)=[N:22][CH:23]=[N:24]2)=[CH:19][CH:18]=1.[H-].[Na+].[NH4+:30].[Cl-]. Product: [NH2:30][C:21]1[C:20]2[C:25](=[CH:26][C:17]([CH2:16][N:11]3[CH2:12][CH2:13][NH:8][CH2:9][C:10]3=[O:14])=[CH:18][CH:19]=2)[N:24]=[CH:23][N:22]=1. The catalyst class is: 118. (3) Reactant: [C:1]([S:5][C:6]1[CH:11]=[CH:10][C:9]([N:12]([CH2:18][CH2:19][C:20]([O:22]CC)=O)[C:13](=[O:17])[CH2:14][C:15]#[N:16])=[CH:8][CH:7]=1)([CH3:4])([CH3:3])[CH3:2].N1(C2CCCCCCCCCC2)CCCN=CCCCCC1. Product: [C:1]([S:5][C:6]1[CH:11]=[CH:10][C:9]([N:12]2[CH2:18][CH2:19][C:20]([OH:22])=[C:14]([C:15]#[N:16])[C:13]2=[O:17])=[CH:8][CH:7]=1)([CH3:2])([CH3:3])[CH3:4]. The catalyst class is: 5.